This data is from Full USPTO retrosynthesis dataset with 1.9M reactions from patents (1976-2016). The task is: Predict the reactants needed to synthesize the given product. (1) Given the product [CH3:19][O:18][CH2:17][CH2:16][O:15][C:3]1[C:2]([O:1][CH2:30][CH2:31][O:32][CH3:33])=[CH:11][C:10]([N+:12]([O-:14])=[O:13])=[CH:9][C:4]=1[C:5]([O:7][CH3:8])=[O:6], predict the reactants needed to synthesize it. The reactants are: [OH:1][C:2]1[C:3]([O:15][CH2:16][CH2:17][O:18][CH3:19])=[C:4]([CH:9]=[C:10]([N+:12]([O-:14])=[O:13])[CH:11]=1)[C:5]([O:7][CH3:8])=[O:6].C(=O)([O-])[O-].[K+].[K+].C(#N)C.Br[CH2:30][CH2:31][O:32][CH3:33]. (2) Given the product [F:1][C:2]1[CH:3]=[C:4]([NH:5][C:6]2[C:15]3[C:10](=[CH:11][CH:12]=[C:13]([C:16]4[O:20][C:19]([CH2:21][NH:41][CH2:40][CH2:39][S:36]([CH3:35])(=[O:38])=[O:37])=[CH:18][CH:17]=4)[CH:14]=3)[N:9]=[CH:8][N:7]=2)[CH:23]=[CH:24][C:25]=1[O:26][CH2:27][C:28]1[CH:33]=[CH:32][CH:31]=[C:30]([F:34])[CH:29]=1, predict the reactants needed to synthesize it. The reactants are: [F:1][C:2]1[CH:3]=[C:4]([CH:23]=[CH:24][C:25]=1[O:26][CH2:27][C:28]1[CH:33]=[CH:32][CH:31]=[C:30]([F:34])[CH:29]=1)[NH:5][C:6]1[C:15]2[C:10](=[CH:11][CH:12]=[C:13]([C:16]3[O:20][C:19]([CH:21]=O)=[CH:18][CH:17]=3)[CH:14]=2)[N:9]=[CH:8][N:7]=1.[CH3:35][S:36]([CH2:39][CH2:40][NH2:41])(=[O:38])=[O:37]. (3) Given the product [Br:1][C:2]1[CH:3]=[C:4]([C:15]2[CH:16]=[C:17]([Cl:28])[N:18]=[N:19][C:20]=2[CH2:21][CH2:22][CH2:23][CH3:24])[CH:5]=[CH:6][C:7]=1[O:8][CH:9]1[CH2:14][CH2:13][CH2:12][CH2:11][CH2:10]1, predict the reactants needed to synthesize it. The reactants are: [Br:1][C:2]1[CH:3]=[C:4]([C:15]2[CH:16]=[C:17](O)[N:18]=[N:19][C:20]=2[CH2:21][CH2:22][CH2:23][CH3:24])[CH:5]=[CH:6][C:7]=1[O:8][CH:9]1[CH2:14][CH2:13][CH2:12][CH2:11][CH2:10]1.O=P(Cl)(Cl)[Cl:28]. (4) The reactants are: Cl[C:2]1[N:7]=[C:6]([O:8][C:9]2[CH:14]=[CH:13][CH:12]=[C:11]([N+:15]([O-:17])=[O:16])[CH:10]=2)[C:5]([Cl:18])=[CH:4][N:3]=1.[CH3:19][N:20]1[CH2:25][CH2:24][CH:23]([N:26]2[CH:30]=[C:29]([NH2:31])[CH:28]=[N:27]2)[CH2:22][CH2:21]1.FC(F)(F)C(O)=O.C([O-])(O)=O.[Na+]. Given the product [Cl:18][C:5]1[C:6]([O:8][C:9]2[CH:14]=[CH:13][CH:12]=[C:11]([N+:15]([O-:17])=[O:16])[CH:10]=2)=[N:7][C:2]([NH:31][C:29]2[CH:28]=[N:27][N:26]([CH:23]3[CH2:24][CH2:25][N:20]([CH3:19])[CH2:21][CH2:22]3)[CH:30]=2)=[N:3][CH:4]=1, predict the reactants needed to synthesize it. (5) Given the product [Cl:1][C:2]1[CH:3]=[CH:4][C:5]([CH:8]([N:37]2[CH2:38][CH:39]([N:41]([CH3:42])[CH3:43])[CH2:40]2)[C:9]2[CH:10]=[C:11]([C:27]3[CH:32]=[CH:31][N:30]=[C:29]([NH:33][C:34](=[O:36])[CH3:35])[CH:28]=3)[S:12][C:13]=2[C:14]2[NH:18][CH:17]=[N:16][N:15]=2)=[CH:6][CH:7]=1, predict the reactants needed to synthesize it. The reactants are: [Cl:1][C:2]1[CH:7]=[CH:6][C:5]([CH:8]([N:37]2[CH2:40][CH:39]([N:41]([CH3:43])[CH3:42])[CH2:38]2)[C:9]2[CH:10]=[C:11]([C:27]3[CH:32]=[CH:31][N:30]=[C:29]([NH:33][C:34](=[O:36])[CH3:35])[CH:28]=3)[S:12][C:13]=2[C:14]2[N:18]=[CH:17][N:16](COCC[Si](C)(C)C)[N:15]=2)=[CH:4][CH:3]=1.FC(F)(F)C(O)=O. (6) Given the product [CH2:1]([C:3]1[S:17][C:6]2[N:7]([CH2:19][C:20]3[CH:25]=[CH:24][C:23]([C:26]4[CH:31]=[CH:30][CH:29]=[CH:28][C:27]=4[C:32]4[NH:36][C:35](=[O:42])[O:34][N:33]=4)=[CH:22][CH:21]=3)[C:8](=[O:16])[N:9]([CH2:12][CH2:13][O:14][CH3:15])[C:10](=[O:11])[C:5]=2[CH:4]=1)[CH3:2], predict the reactants needed to synthesize it. The reactants are: [CH2:1]([C:3]1[S:17][C:6]2[NH:7][C:8](=[O:16])[N:9]([CH2:12][CH2:13][O:14][CH3:15])[C:10](=[O:11])[C:5]=2[CH:4]=1)[CH3:2].Br[CH2:19][C:20]1[CH:25]=[CH:24][C:23]([C:26]2[CH:31]=[CH:30][CH:29]=[CH:28][C:27]=2[C:32]2[N:36]=[C:35](C(Cl)(Cl)Cl)[O:34][N:33]=2)=[CH:22][CH:21]=1.C(=O)([O-])[O-:42].[K+].[K+].CN(C)C=O. (7) Given the product [CH3:30][C:27]1[CH:28]=[CH:29][N:16]2[C:17]=1[C:18](=[O:26])[N:19]([C:20]1[CH:25]=[CH:24][CH:23]=[CH:22][CH:21]=1)[C:14]([C@@H:12]([NH:11][C:9]1[C:10]3[C:2]([C:49]4[CH:48]=[CH:47][CH:46]=[C:45]([C:42]5[O:41][C:40]([CH3:39])=[N:44][N:43]=5)[CH:50]=4)=[CH:3][N:4]([CH2:31][O:32][CH2:33][CH2:34][Si:35]([CH3:36])([CH3:38])[CH3:37])[C:5]=3[N:6]=[CH:7][N:8]=1)[CH3:13])=[N:15]2, predict the reactants needed to synthesize it. The reactants are: Br[C:2]1[C:10]2[C:9]([NH:11][C@H:12]([C:14]3[N:19]([C:20]4[CH:25]=[CH:24][CH:23]=[CH:22][CH:21]=4)[C:18](=[O:26])[C:17]4=[C:27]([CH3:30])[CH:28]=[CH:29][N:16]4[N:15]=3)[CH3:13])=[N:8][CH:7]=[N:6][C:5]=2[N:4]([CH2:31][O:32][CH2:33][CH2:34][Si:35]([CH3:38])([CH3:37])[CH3:36])[CH:3]=1.[CH3:39][C:40]1[O:41][C:42]([C:45]2[CH:50]=[CH:49][CH:48]=[C:47](B3OC(C)(C)C(C)(C)O3)[CH:46]=2)=[N:43][N:44]=1.C(=O)([O-])[O-].[Na+].[Na+]. (8) Given the product [Br:15][C:16]1[CH:21]=[CH:20][C:19]2[NH:22][C:12]([C:7]3[N:8]([CH2:10][CH3:11])[N:9]=[C:5]([C:1]([CH3:4])([CH3:3])[CH3:2])[CH:6]=3)=[N:23][C:18]=2[CH:17]=1, predict the reactants needed to synthesize it. The reactants are: [C:1]([C:5]1[CH:6]=[C:7]([C:12](O)=O)[N:8]([CH2:10][CH3:11])[N:9]=1)([CH3:4])([CH3:3])[CH3:2].[Br:15][C:16]1[CH:21]=[CH:20][C:19]([NH2:22])=[C:18]([NH2:23])[CH:17]=1.CCN(C(C)C)C(C)C.C1CN([P+](Br)(N2CCCC2)N2CCCC2)CC1.F[P-](F)(F)(F)(F)F.CC1C=CC(S(O)(=O)=O)=CC=1.O.[OH-].[Na+].